Dataset: Full USPTO retrosynthesis dataset with 1.9M reactions from patents (1976-2016). Task: Predict the reactants needed to synthesize the given product. (1) Given the product [Br:1][C:2]1[CH:14]=[CH:13][C:12]2[C:11]3[C:6](=[CH:7][C:8]([O:15][CH2:16][CH2:17][CH2:18][CH2:19][CH3:20])=[CH:9][CH:10]=3)[CH2:5][C:4]=2[CH:3]=1, predict the reactants needed to synthesize it. The reactants are: [Br:1][C:2]1[CH:14]=[CH:13][C:12]2[C:11]3[C:6](=[CH:7][C:8]([OH:15])=[CH:9][CH:10]=3)[CH2:5][C:4]=2[CH:3]=1.[CH2:16](Br)[CH2:17][CH2:18][CH2:19][CH3:20].C(=O)([O-])[O-].[K+].[K+].Cl. (2) Given the product [F:8][C:7]1[CH:6]=[C:5]([C:9]2[CH:10]=[C:11]3[C:15](=[CH:16][CH:17]=2)[NH:14][N:13]=[C:12]3[CH3:25])[CH:4]=[C:3]([F:26])[C:2]=1[NH2:1], predict the reactants needed to synthesize it. The reactants are: [NH2:1][C:2]1[C:7]([F:8])=[CH:6][C:5]([C:9]2[CH:10]=[C:11]3[C:15](=[CH:16][CH:17]=2)[N:14](C(OC(C)(C)C)=O)[N:13]=[C:12]3[CH3:25])=[CH:4][C:3]=1[F:26].BrC1C=C(F)C(N)=C(F)C=1.CC1C2C(=CC=C(B3OC(C)(C)C(C)(C)O3)C=2)N(C(OC(C)(C)C)=O)N=1.FC(F)(F)C(O)=O. (3) Given the product [CH3:42][C:41]1[CH:40]=[CH:39][C:6]([CH2:7][CH2:8][C:9]2[C:14]([C:15]([F:18])([F:17])[F:16])=[CH:13][N:12]=[C:11]([NH:19][C:20]3[CH:25]=[CH:24][C:23]([N:26]4[CH2:31][CH2:30][NH:29][CH2:28][CH2:27]4)=[CH:22][CH:21]=3)[N:10]=2)=[CH:5][C:4]=1[C:1]([NH2:2])=[O:3], predict the reactants needed to synthesize it. The reactants are: [C:1]([C:4]1[CH:5]=[C:6]([CH:39]=[CH:40][C:41]=1[CH3:42])[CH2:7][CH2:8][C:9]1[C:14]([C:15]([F:18])([F:17])[F:16])=[CH:13][N:12]=[C:11]([NH:19][C:20]2[CH:25]=[CH:24][C:23]([N:26]3[CH2:31][CH2:30][N:29](C(OC(C)(C)C)=O)[CH2:28][CH2:27]3)=[CH:22][CH:21]=2)[N:10]=1)(=[O:3])[NH2:2].C(O)(C(F)(F)F)=O.